Dataset: Full USPTO retrosynthesis dataset with 1.9M reactions from patents (1976-2016). Task: Predict the reactants needed to synthesize the given product. (1) Given the product [N+:30]([C:29]1[C:20]([CH2:19][O:9][C:8]2[CH:10]=[CH:11][C:5]([NH:1][C:2](=[O:3])[CH3:4])=[CH:6][CH:7]=2)=[C:21]2[C:26](=[CH:27][CH:28]=1)[N:25]=[CH:24][CH:23]=[CH:22]2)([O-:32])=[O:31], predict the reactants needed to synthesize it. The reactants are: [NH:1]([C:5]1[CH:11]=[CH:10][C:8]([OH:9])=[CH:7][CH:6]=1)[C:2]([CH3:4])=[O:3].C([O-])([O-])=O.[Cs+].[Cs+].Br[CH2:19][C:20]1[C:29]([N+:30]([O-:32])=[O:31])=[CH:28][CH:27]=[C:26]2[C:21]=1[CH:22]=[CH:23][CH:24]=[N:25]2.O. (2) Given the product [CH2:1]([O:8][C:9](=[O:10])[NH:11][CH:12]([C:13](=[O:14])[NH:15][C:16]1[CH:17]=[CH:18][N:19]=[CH:20][C:21]=1[C:22](=[O:24])[NH:39][CH2:32][C:33]1[CH:38]=[CH:37][CH:36]=[CH:35][CH:34]=1)[CH:25]([CH3:26])[CH3:27])[C:2]1[CH:7]=[CH:6][CH:5]=[CH:4][CH:3]=1, predict the reactants needed to synthesize it. The reactants are: [CH2:1]([O:8][C:9]([NH:11][CH:12]([CH:25]([CH3:27])[CH3:26])[C:13]([NH:15][C:16]1[C:21]([C:22]([OH:24])=O)=[CH:20][N:19]=[CH:18][CH:17]=1)=[O:14])=[O:10])[C:2]1[CH:7]=[CH:6][CH:5]=[CH:4][CH:3]=1.C(Cl)CCl.[CH2:32]([NH2:39])[C:33]1[CH:38]=[CH:37][CH:36]=[CH:35][CH:34]=1. (3) The reactants are: Cl.[CH2:2]1[C:11]2[C:6](=[CH:7][CH:8]=[CH:9][CH:10]=2)[CH:5]([NH:12][C:13]2[C:14]3[N:15]([C:22]([CH3:26])=[C:23]([CH3:25])[N:24]=3)[CH:16]=[C:17]([C:19](O)=[O:20])[CH:18]=2)[CH2:4][O:3]1.Cl.[CH3:28][NH:29][CH3:30].O1C2C(=CC=CC=2)C(NC2C3N(C(C)=C(C)N=3)C=C(C(N(C)C)=O)C=2)CC1. Given the product [CH2:2]1[C:11]2[C:6](=[CH:7][CH:8]=[CH:9][CH:10]=2)[CH:5]([NH:12][C:13]2[C:14]3[N:15]([C:22]([CH3:26])=[C:23]([CH3:25])[N:24]=3)[CH:16]=[C:17]([C:19]([N:29]([CH3:30])[CH3:28])=[O:20])[CH:18]=2)[CH2:4][O:3]1, predict the reactants needed to synthesize it. (4) Given the product [Cl:21][C:13]1[CH:12]=[CH:11][C:10]2[C:9](=[O:18])[CH2:8][CH:7]([C:1]3[CH:6]=[CH:5][CH:4]=[CH:3][CH:2]=3)[CH2:16][C:15]=2[N:14]=1, predict the reactants needed to synthesize it. The reactants are: [C:1]1([CH:7]2[CH2:16][C:15]3[NH:14][C:13](=O)[CH:12]=[CH:11][C:10]=3[C:9](=[O:18])[CH2:8]2)[CH:6]=[CH:5][CH:4]=[CH:3][CH:2]=1.P(Cl)(Cl)([Cl:21])=O. (5) The reactants are: [CH3:1][N:2]([CH3:24])[C:3](=[O:23])[C:4]1[CH:9]=[C:8]([C:10]2[CH:15]=[CH:14][CH:13]=[CH:12][CH:11]=2)[CH:7]=[CH:6][C:5]=1[CH2:16][N:17]1[CH2:22][CH2:21][NH:20][CH2:19][CH2:18]1.CC#N.[C:28](=O)([O:37]N1C(=O)CCC1=O)[O:29][N:30]1[C:34](=[O:35])[CH2:33][CH2:32][C:31]1=[O:36].C(N(CC)CC)C. Given the product [CH3:1][N:2]([CH3:24])[C:3]([C:4]1[CH:9]=[C:8]([C:10]2[CH:15]=[CH:14][CH:13]=[CH:12][CH:11]=2)[CH:7]=[CH:6][C:5]=1[CH2:16][N:17]1[CH2:22][CH2:21][N:20]([C:28]([O:29][N:30]2[C:34](=[O:35])[CH2:33][CH2:32][C:31]2=[O:36])=[O:37])[CH2:19][CH2:18]1)=[O:23], predict the reactants needed to synthesize it. (6) Given the product [CH3:18][C:3]1[C:2]([N:1]([CH3:28])[C:19]2[CH:24]=[CH:23][CH:22]=[CH:21][CH:20]=2)=[C:6]([CH3:7])[N:5]([CH2:8][CH2:9][NH:10][C:11](=[O:17])[O:12][C:13]([CH3:14])([CH3:15])[CH3:16])[N:4]=1, predict the reactants needed to synthesize it. The reactants are: [NH2:1][C:2]1[C:3]([CH3:18])=[N:4][N:5]([CH2:8][CH2:9][NH:10][C:11](=[O:17])[O:12][C:13]([CH3:16])([CH3:15])[CH3:14])[C:6]=1[CH3:7].[C:19]1(B(O)O)[CH:24]=[CH:23][CH:22]=[CH:21][CH:20]=1.[CH2:28](N(CC)CC)C. (7) Given the product [Cl:21][C:19]1[CH:20]=[C:15]([O:13][C:7]2[CH:12]=[CH:11][CH:10]=[CH:9][CH:8]=2)[C:16]([O:22][CH3:23])=[N:17][CH:18]=1, predict the reactants needed to synthesize it. The reactants are: C(=O)([O-])[O-].[Cs+].[Cs+].[C:7]1([OH:13])[CH:12]=[CH:11][CH:10]=[CH:9][CH:8]=1.Br[C:15]1[C:16]([O:22][CH3:23])=[N:17][CH:18]=[C:19]([Cl:21])[CH:20]=1.[Cl-].CC(C)(C(=O)CC(=O)C(C)(C)C)C. (8) Given the product [Br:1][C:2]1[CH:10]=[C:9]2[C:5]([C:6]([CH:38]([F:39])[F:40])=[CH:7][N:8]2[S:11]([C:14]2[CH:15]=[CH:16][C:17]([O:32][CH2:33][C:34]([F:37])([F:35])[F:36])=[C:18]([N:20]3[CH2:25][CH2:24][NH:23][CH2:22][CH2:21]3)[CH:19]=2)(=[O:12])=[O:13])=[CH:4][CH:3]=1, predict the reactants needed to synthesize it. The reactants are: [Br:1][C:2]1[CH:10]=[C:9]2[C:5]([C:6]([CH:38]([F:40])[F:39])=[CH:7][N:8]2[S:11]([C:14]2[CH:15]=[CH:16][C:17]([O:32][CH2:33][C:34]([F:37])([F:36])[F:35])=[C:18]([N:20]3[CH2:25][CH2:24][N:23](C(=O)C(Cl)(Cl)Cl)[CH2:22][CH2:21]3)[CH:19]=2)(=[O:13])=[O:12])=[CH:4][CH:3]=1.[OH-].[K+]. (9) Given the product [CH3:1][O:2][C:3]1[CH:11]=[CH:10][C:9]2[N:8]3[CH2:12][CH2:13][CH2:14][N:15]=[C:7]3[C:6]3([O:21][CH2:20][CH2:19][CH2:18][O:17]3)[C:5]=2[CH:4]=1, predict the reactants needed to synthesize it. The reactants are: [CH3:1][O:2][C:3]1[CH:4]=[C:5]2[C:9](=[CH:10][CH:11]=1)[N:8]([CH2:12][CH2:13][C:14]#[N:15])[C:7](=O)[C:6]12[O:21][CH2:20][CH2:19][CH2:18][O:17]1.N.C1COCC1. (10) Given the product [Cl:23][C:18]1[CH:17]=[C:16]([CH:21]=[C:20]([Cl:22])[CH:19]=1)[CH2:15][NH:14][C:12]([C:10]1[C:9]([OH:24])=[C:8]2[C:3]([CH:4]=[CH:5][CH:6]=[N:7]2)=[C:2]([N:7]2[CH2:8][CH2:3][CH2:4][CH2:5][CH2:6]2)[N:11]=1)=[O:13], predict the reactants needed to synthesize it. The reactants are: Cl[C:2]1[N:11]=[C:10]([C:12]([NH:14][CH2:15][C:16]2[CH:21]=[C:20]([Cl:22])[CH:19]=[C:18]([Cl:23])[CH:17]=2)=[O:13])[C:9]([OH:24])=[C:8]2[C:3]=1[CH:4]=[CH:5][CH:6]=[N:7]2.